This data is from CYP2C19 inhibition data for predicting drug metabolism from PubChem BioAssay. The task is: Regression/Classification. Given a drug SMILES string, predict its absorption, distribution, metabolism, or excretion properties. Task type varies by dataset: regression for continuous measurements (e.g., permeability, clearance, half-life) or binary classification for categorical outcomes (e.g., BBB penetration, CYP inhibition). Dataset: cyp2c19_veith. (1) The compound is C/C(=C\[C@@H](N)C(=O)O)CP(=O)(O)O. The result is 0 (non-inhibitor). (2) The drug is Nc1ncnc2c1ncn2CCCCC(=O)O. The result is 0 (non-inhibitor). (3) The molecule is COC(=O)[C@@]1(Cc2ccc(OC)cc2)[C@H]2c3cc(C(=O)N(C)C)n(CCF)c3C[C@H]2CN1C(=O)c1ccccc1. The result is 1 (inhibitor). (4) The drug is COc1ccc(N2CCN(CCNC(=O)c3c(C)cc(=O)oc3C)CC2)cc1. The result is 0 (non-inhibitor). (5) The compound is O=C(NC1CCCCC1)C1CC=CCC1C(=O)OCC(Cl)=C(Cl)Cl. The result is 1 (inhibitor). (6) The drug is CN1CCC(n2[nH]c(-c3ccccc3)c(Cc3ccccc3)c2=O)CC1. The result is 0 (non-inhibitor). (7) The drug is O=C(O)C(Cl)(c1ccccc1)c1ccccc1. The result is 0 (non-inhibitor).